From a dataset of Catalyst prediction with 721,799 reactions and 888 catalyst types from USPTO. Predict which catalyst facilitates the given reaction. (1) Reactant: [F:1][CH:2]([F:13])[O:3][C:4]1[CH:11]=[CH:10][C:7]([CH:8]=[O:9])=[CH:6][C:5]=1[OH:12].C([O-])([O-])=O.[K+].[K+].CS(C)=O.Br[CH2:25][CH:26]1[CH2:28][CH2:27]1. Product: [CH:26]1([CH2:25][O:12][C:5]2[CH:6]=[C:7]([CH:10]=[CH:11][C:4]=2[O:3][CH:2]([F:13])[F:1])[CH:8]=[O:9])[CH2:28][CH2:27]1. The catalyst class is: 11. (2) Reactant: C[O:2][C:3](=[O:24])[C@@H:4]([C:17]([O:19][C:20]([CH3:23])([CH3:22])[CH3:21])=[O:18])[CH2:5][C:6]1[CH:16]=[CH:15][C:9]2[O:10][C:11]([CH3:14])([CH3:13])[O:12][C:8]=2[CH:7]=1.[OH-].[Li+].O. Product: [C:20]([O:19][C:17]([C@@H:4]([CH2:5][C:6]1[CH:16]=[CH:15][C:9]2[O:10][C:11]([CH3:14])([CH3:13])[O:12][C:8]=2[CH:7]=1)[C:3]([OH:24])=[O:2])=[O:18])([CH3:23])([CH3:21])[CH3:22]. The catalyst class is: 1. (3) Reactant: C[O:2][C:3]1[CH:8]=[CH:7][C:6]([CH2:9][CH2:10][CH2:11][C:12]([OH:14])=[O:13])=[CH:5][CH:4]=1.O. Product: [OH:2][C:3]1[CH:4]=[CH:5][C:6]([CH2:9][CH2:10][CH2:11][C:12]([OH:14])=[O:13])=[CH:7][CH:8]=1. The catalyst class is: 201. (4) Reactant: CC[N:3]([CH:7]([CH3:9])[CH3:8])C(C)C.[C:10]([O:14][C:15]([NH:17][CH:18]1[CH2:23][CH:22]([NH:24][C:25]([O:27][C:28]([CH3:31])([CH3:30])[CH3:29])=[O:26])[CH2:21][N:20]([C:32]2[N:37]=[N:36][C:35]([Cl:38])=[C:34]([C:39]([OH:41])=O)[CH:33]=2)[CH2:19]1)=[O:16])([CH3:13])([CH3:12])[CH3:11].[OH:42][C:43]1[C:52]2[C:47](=[CH:48][CH:49]=[CH:50][CH:51]=2)[CH:46]=[CH:45][C:44]=1[C:53]([OH:55])=O.C1C=C[C:59]2N(O)N=[N:62][C:60]=2[CH:61]=1.CCN=C=NCCCN(C)C.Cl. Product: [C:28]([O:27][C:25](=[O:26])[NH:24][CH:22]1[CH2:23][CH:18]([NH:17][C:15]([O:14][C:10]([CH3:11])([CH3:12])[CH3:13])=[O:16])[CH2:19][N:20]([C:32]2[N:37]=[N:36][C:35]([Cl:38])=[C:34]([C:39](=[O:41])[NH:62][C:60]3[CH:61]=[CH:8][C:7]([NH:3][C:53]([C:44]4[CH:45]=[CH:46][C:47]5[C:52](=[CH:51][CH:50]=[CH:49][CH:48]=5)[C:43]=4[OH:42])=[O:55])=[CH:9][CH:59]=3)[CH:33]=2)[CH2:21]1)([CH3:31])([CH3:30])[CH3:29]. The catalyst class is: 76. (5) Reactant: C([SiH](CC)CC)C.FC(F)(F)C(O)=O.[Br:15][C:16]1[C:21]2[CH:22]=[C:23]([C:25]([C:27]3[CH:32]=[C:31]([F:33])[CH:30]=[C:29]([Cl:34])[CH:28]=3)=O)[O:24][C:20]=2[CH:19]=[CH:18][CH:17]=1. Product: [Br:15][C:16]1[C:21]2[CH:22]=[C:23]([CH2:25][C:27]3[CH:32]=[C:31]([F:33])[CH:30]=[C:29]([Cl:34])[CH:28]=3)[O:24][C:20]=2[CH:19]=[CH:18][CH:17]=1. The catalyst class is: 13.